Dataset: Reaction yield outcomes from USPTO patents with 853,638 reactions. Task: Predict the reaction yield, written as a fraction of the theoretical maximum amount of product (1.0 means a 100% yield; for example, 0.34 means a 34% yield). The reactants are [NH2:1][C:2]1[C:3]2[C:10]([C:11]3[CH:16]=[CH:15][C:14]([CH3:17])=[CH:13][CH:12]=3)=[C:9]([CH:18]=[CH:19][C:20]#[N:21])[N:8]([CH2:22][CH2:23][CH2:24][OH:25])[C:4]=2[N:5]=[CH:6][N:7]=1.C(O)(C(F)(F)F)=O. The catalyst is C(Cl)Cl. The product is [NH2:1][C:2]1[C:3]2[C:10]([C:11]3[CH:12]=[CH:13][C:14]([CH3:17])=[CH:15][CH:16]=3)=[C:9](/[CH:18]=[CH:19]/[C:20]#[N:21])[N:8]([CH2:22][CH2:23][CH2:24][OH:25])[C:4]=2[N:5]=[CH:6][N:7]=1.[NH2:1][C:2]1[C:3]2[C:10]([C:11]3[CH:12]=[CH:13][C:14]([CH3:17])=[CH:15][CH:16]=3)=[C:9](/[CH:18]=[CH:19]\[C:20]#[N:21])[N:8]([CH2:22][CH2:23][CH2:24][OH:25])[C:4]=2[N:5]=[CH:6][N:7]=1. The yield is 0.190.